This data is from Reaction yield outcomes from USPTO patents with 853,638 reactions. The task is: Predict the reaction yield, written as a fraction of the theoretical maximum amount of product (1.0 means a 100% yield; for example, 0.34 means a 34% yield). The reactants are CO[C:3]1[C:4](=[O:10])[C:5](=[O:9])[C:6]=1[O:7][CH3:8].[Cl:11][C:12]1[CH:17]=[C:16]([NH2:18])[CH:15]=[CH:14][N:13]=1. The catalyst is C(O)C. The product is [Cl:11][C:12]1[CH:17]=[C:16]([NH:18][C:3]2[C:4](=[O:10])[C:5](=[O:9])[C:6]=2[O:7][CH3:8])[CH:15]=[CH:14][N:13]=1. The yield is 0.0700.